This data is from Peptide-MHC class I binding affinity with 185,985 pairs from IEDB/IMGT. The task is: Regression. Given a peptide amino acid sequence and an MHC pseudo amino acid sequence, predict their binding affinity value. This is MHC class I binding data. The binding affinity (normalized) is 0.118. The peptide sequence is TDDNALAYY. The MHC is HLA-A26:01 with pseudo-sequence HLA-A26:01.